This data is from Reaction yield outcomes from USPTO patents with 853,638 reactions. The task is: Predict the reaction yield, written as a fraction of the theoretical maximum amount of product (1.0 means a 100% yield; for example, 0.34 means a 34% yield). The reactants are [CH3:1][CH:2]([CH:9]1[C:25]2([CH3:26])[CH:12]([CH:13]3[CH:22]([CH2:23][CH2:24]2)[C:21]2([CH3:27])[C:16]([CH2:17][CH:18]([O:28][C:29](=[O:69])[NH:30][CH2:31][CH2:32][CH2:33][CH2:34][CH2:35][C:36]([N:38]4[CH2:42][CH:41]([OH:43])[CH:40]([CH:44]([C:63]5[CH:68]=[CH:67][CH:66]=[CH:65][CH:64]=5)[O:45][CH:46]([C:55]5[CH:60]=[CH:59][C:58]([O:61][CH3:62])=[CH:57][CH:56]=5)[C:47]5[CH:52]=[CH:51][C:50]([O:53][CH3:54])=[CH:49][CH:48]=5)[CH2:39]4)=[O:37])[CH2:19][CH2:20]2)=[CH:15][CH2:14]3)[CH2:11][CH2:10]1)[CH2:3][CH2:4][CH2:5][CH:6]([CH3:8])[CH3:7].[C:70]1(=[O:76])[O:75][C:73](=[O:74])[CH2:72][CH2:71]1.C(N(CC)CC)C. The catalyst is CN(C1C=CN=CC=1)C.ClCCl. The product is [CH3:54][O:53][C:50]1[CH:51]=[CH:52][C:47]([CH:46]([C:55]2[CH:56]=[CH:57][C:58]([O:61][CH3:62])=[CH:59][CH:60]=2)[O:45][CH:44]([C:63]2[CH:68]=[CH:67][CH:66]=[CH:65][CH:64]=2)[CH:40]2[CH2:39][N:38]([C:36](=[O:37])[CH2:35][CH2:34][CH2:33][CH2:32][CH2:31][NH:30][C:29]([O:28][CH:18]3[CH2:17][C:16]4[C:21]([CH3:27])([CH:22]5[CH:13]([CH2:14][CH:15]=4)[CH:12]4[C:25]([CH3:26])([CH:9]([CH:2]([CH3:1])[CH2:3][CH2:4][CH2:5][CH:6]([CH3:7])[CH3:8])[CH2:10][CH2:11]4)[CH2:24][CH2:23]5)[CH2:20][CH2:19]3)=[O:69])[CH2:42][CH:41]2[O:43][C:70](=[O:76])[CH2:71][CH2:72][C:73]([OH:75])=[O:74])=[CH:48][CH:49]=1. The yield is 0.910.